Dataset: Forward reaction prediction with 1.9M reactions from USPTO patents (1976-2016). Task: Predict the product of the given reaction. (1) The product is: [NH2:28][C@@H:17]1[CH2:16][CH2:15][C@@H:14]([C:8]2[CH:9]=[CH:10][CH:11]=[C:12]([F:13])[C:7]=2[F:6])[CH2:20][N:19]([C:21]2[CH:22]=[CH:23][N:24]=[CH:25][CH:26]=2)[C:18]1=[O:27]. Given the reactants FCC(O)=O.[F:6][C:7]1[C:12]([F:13])=[CH:11][CH:10]=[CH:9][C:8]=1[C@H:14]1[CH2:20][N:19]([C:21]2[CH:26]=[CH:25][N:24]=[CH:23][CH:22]=2)[C:18](=[O:27])[C@H:17]([NH:28]C(=O)OC(C)(C)C)[CH2:16][CH2:15]1, predict the reaction product. (2) Given the reactants [Cl:1][C:2]1[CH:7]=[CH:6][C:5]([C:8]2[N:12]([CH2:13][C@H:14]([OH:19])[C:15]([F:18])([F:17])[F:16])[C:11](=[O:20])[N:10]([CH2:21][C:22]([O:24]C)=O)[N:9]=2)=[CH:4][CH:3]=1.[Cl:26][C:27]1[CH:32]=[CH:31][CH:30]=[CH:29][C:28]=1[CH2:33]/[C:34](=[N:36]/O)/[NH2:35].C(=O)([O-])[O-].[K+].[K+].O, predict the reaction product. The product is: [Cl:26][C:27]1[CH:32]=[CH:31][CH:30]=[CH:29][C:28]=1[CH2:33][C:34]1[N:35]=[C:22]([CH2:21][N:10]2[C:11](=[O:20])[N:12]([CH2:13][C@H:14]([OH:19])[C:15]([F:16])([F:18])[F:17])[C:8]([C:5]3[CH:6]=[CH:7][C:2]([Cl:1])=[CH:3][CH:4]=3)=[N:9]2)[O:24][N:36]=1. (3) Given the reactants [CH3:1][O:2][C:3]([C:5]1[O:9][N:8]=[C:7]([C:10]([CH3:13])([CH3:12])[CH3:11])[CH:6]=1)=[O:4].C1C(=O)N([Br:21])C(=O)C1, predict the reaction product. The product is: [CH3:1][O:2][C:3]([C:5]1[O:9][N:8]=[C:7]([C:10]([CH3:13])([CH3:12])[CH3:11])[C:6]=1[Br:21])=[O:4]. (4) Given the reactants [F:1][C:2]1[CH:3]=[C:4]([CH:14]([NH:16][C:17]([C:19]2[N:20]=[C:21](Cl)[O:22][CH:23]=2)=[O:18])[CH3:15])[CH:5]=[C:6]([F:13])[C:7]=1[NH:8][S:9]([CH3:12])(=[O:11])=[O:10].[C:25]([C:27]1[CH:28]=[C:29]([OH:33])[CH:30]=[CH:31][CH:32]=1)#[CH:26], predict the reaction product. The product is: [F:1][C:2]1[CH:3]=[C:4]([CH:14]([NH:16][C:17]([C:19]2[N:20]=[C:21]([O:33][C:29]3[CH:30]=[CH:31][CH:32]=[C:27]([C:25]#[CH:26])[CH:28]=3)[O:22][CH:23]=2)=[O:18])[CH3:15])[CH:5]=[C:6]([F:13])[C:7]=1[NH:8][S:9]([CH3:12])(=[O:11])=[O:10]. (5) Given the reactants C1(P(C2C=CC=CC=2)C2C=CC3C(=CC=CC=3)C=2C2C3C(=CC=CC=3)C=CC=2P(C2C=CC=CC=2)C2C=CC=CC=2)C=CC=CC=1.C(=O)([O-])[O-].[Cs+].[Cs+].Cl.[CH3:54][O:55][C:56](=[O:66])[CH2:57][CH2:58][CH2:59][CH:60]1[CH2:65][CH2:64][NH:63][CH2:62][CH2:61]1.Br[C:68]1[CH:73]=[CH:72][C:71]([C:74]([F:77])([F:76])[F:75])=[CH:70][CH:69]=1, predict the reaction product. The product is: [CH3:54][O:55][C:56](=[O:66])[CH2:57][CH2:58][CH2:59][CH:60]1[CH2:65][CH2:64][N:63]([C:68]2[CH:73]=[CH:72][C:71]([C:74]([F:77])([F:76])[F:75])=[CH:70][CH:69]=2)[CH2:62][CH2:61]1. (6) The product is: [NH:3]1[C:4]2([CH2:10][CH2:9][CH2:8][CH2:7]2)[CH2:5][O:6][C:2]1=[O:1]. Given the reactants [O:1]=[C:2]1[O:6][CH2:5][C@:4]2([CH2:10][CH2:9][C@H:8](C3C=C4C(=CC=3)CC(C=O)CC4)[CH2:7]2)[NH:3]1.C(=O)([O-])[O-].[K+].[K+].[N+](=C(P(=O)(OC)OC)C(=O)C)=[N-], predict the reaction product.